This data is from Catalyst prediction with 721,799 reactions and 888 catalyst types from USPTO. The task is: Predict which catalyst facilitates the given reaction. Reactant: [C:1]([CH2:3][C:4]([NH2:6])=[O:5])#[N:2].[H-].[Na+].[CH3:9][S:10][C:11]1[N:16]=[C:15]([NH:17][C:18]2[CH:23]=[CH:22][CH:21]=[CH:20][CH:19]=2)[C:14]([C:24](F)=[O:25])=[CH:13][N:12]=1.Cl. Product: [NH2:2][C:1]1[N:17]([C:18]2[CH:19]=[CH:20][CH:21]=[CH:22][CH:23]=2)[C:15]2[N:16]=[C:11]([S:10][CH3:9])[N:12]=[CH:13][C:14]=2[C:24](=[O:25])[C:3]=1[C:4]([NH2:6])=[O:5]. The catalyst class is: 3.